Dataset: Catalyst prediction with 721,799 reactions and 888 catalyst types from USPTO. Task: Predict which catalyst facilitates the given reaction. (1) Reactant: [C:1]1([C:7]2[N:8]([C:12]3[CH:17]=[CH:16][N:15]=[C:14]([NH:18][C:19]4[CH:20]=[N:21][CH:22]=[CH:23][CH:24]=4)[N:13]=3)[CH:9]=[CH:10][N:11]=2)[CH:6]=[CH:5][CH:4]=[CH:3][CH:2]=1.[OH:25]O. Product: [O-:25][N+:21]1[CH:22]=[CH:23][CH:24]=[C:19]([NH:18][C:14]2[N:13]=[C:12]([N:8]3[CH:9]=[CH:10][N:11]=[C:7]3[C:1]3[CH:2]=[CH:3][CH:4]=[CH:5][CH:6]=3)[CH:17]=[CH:16][N:15]=2)[CH:20]=1. The catalyst class is: 2. (2) Reactant: [BH4-].[Na+].[C:3]([C:5]1[CH:6]=[C:7]([CH:34]=[CH:35][C:36]=1[C:37]([F:40])([F:39])[F:38])[O:8][C:9]1[CH:14]=[CH:13][C:12]([N:15]2[C:23]3[C:18](=[CH:19][CH:20]=[CH:21][CH:22]=3)[C:17]([C:24](=[O:33])[C:25]([NH:27][CH2:28][C@H:29]([OH:32])[CH2:30][OH:31])=[O:26])=[CH:16]2)=[CH:11][CH:10]=1)#[N:4]. Product: [C:3]([C:5]1[CH:6]=[C:7]([CH:34]=[CH:35][C:36]=1[C:37]([F:40])([F:39])[F:38])[O:8][C:9]1[CH:10]=[CH:11][C:12]([N:15]2[C:23]3[C:18](=[CH:19][CH:20]=[CH:21][CH:22]=3)[C:17]([CH:24]([OH:33])[C:25]([NH:27][CH2:28][C@H:29]([OH:32])[CH2:30][OH:31])=[O:26])=[CH:16]2)=[CH:13][CH:14]=1)#[N:4]. The catalyst class is: 301. (3) Reactant: [OH:1][NH:2][C:3](=[NH:7])[CH:4]([CH3:6])[CH3:5].[H-].[Na+].CO[C:12](=O)[C:13]1[CH:18]=[CH:17][CH:16]=[C:15]([NH:19][C:20]([N:22]2[CH2:27][CH2:26][N:25]([C:28](=[O:36])[C:29]3[CH:34]=[CH:33][CH:32]=[C:31]([F:35])[CH:30]=3)[CH2:24][CH2:23]2)=[O:21])[CH:14]=1. Product: [CH:4]([C:3]1[N:7]=[C:12]([C:13]2[CH:14]=[C:15]([NH:19][C:20]([N:22]3[CH2:23][CH2:24][N:25]([C:28](=[O:36])[C:29]4[CH:34]=[CH:33][CH:32]=[C:31]([F:35])[CH:30]=4)[CH2:26][CH2:27]3)=[O:21])[CH:16]=[CH:17][CH:18]=2)[O:1][N:2]=1)([CH3:6])[CH3:5]. The catalyst class is: 1. (4) Reactant: C(OC([N:11]1[CH2:19][C:18]2([NH:20][C:21]([O:23][C:24]([CH3:27])([CH3:26])[CH3:25])=[O:22])[CH:13]([CH2:14][CH2:15][CH2:16][CH2:17]2)[CH2:12]1)=O)C1C=CC=CC=1.[H][H]. Product: [C:24]([O:23][C:21]([NH:20][C:18]12[CH2:19][NH:11][CH2:12][CH:13]1[CH2:14][CH2:15][CH2:16][CH2:17]2)=[O:22])([CH3:27])([CH3:25])[CH3:26]. The catalyst class is: 352.